This data is from Catalyst prediction with 721,799 reactions and 888 catalyst types from USPTO. The task is: Predict which catalyst facilitates the given reaction. (1) Reactant: [NH2:1][C@@H:2]1[CH2:7][CH2:6][C@H:5]([NH:8][C:9]2[CH:14]=[C:13]([N:15]([CH3:17])[CH3:16])[N:12]=[C:11]([CH3:18])[N:10]=2)[CH2:4][CH2:3]1.[Br:19][C:20]1[O:24][C:23]([C:25](O)=[O:26])=[CH:22][CH:21]=1.N1C=CC=CC=1.CN(C(ON1N=NC2C=CC=NC1=2)=[N+](C)C)C.F[P-](F)(F)(F)(F)F.[C:58]([OH:64])([C:60]([F:63])([F:62])[F:61])=[O:59]. Product: [F:61][C:60]([F:63])([F:62])[C:58]([OH:64])=[O:59].[CH3:16][N:15]([CH3:17])[C:13]1[N:12]=[C:11]([CH3:18])[N:10]=[C:9]([NH:8][C@@H:5]2[CH2:4][CH2:3][C@H:2]([NH:1][C:25]([C:23]3[O:24][C:20]([Br:19])=[CH:21][CH:22]=3)=[O:26])[CH2:7][CH2:6]2)[CH:14]=1. The catalyst class is: 623. (2) The catalyst class is: 1. Product: [NH:1]1[C:2]2=[CH:3][CH:4]=[CH:5][C:6]3=[C:12]2[N:11]([CH2:10][CH2:9][O:8][C:7]3=[O:13])[C:14]1=[O:15]. Reactant: [NH2:1][C:2]1[C:12]2[NH:11][CH2:10][CH2:9][O:8][C:7](=[O:13])[C:6]=2[CH:5]=[CH:4][CH:3]=1.[C:14](N1C=CN=C1)(N1C=CN=C1)=[O:15]. (3) Reactant: [OH:1][C:2]1[C:10]([I:11])=[CH:9][C:5]([C:6](O)=[O:7])=[CH:4][C:3]=1[I:12].S(Cl)([Cl:15])=O. Product: [OH:1][C:2]1[C:10]([I:11])=[CH:9][C:5]([C:6]([Cl:15])=[O:7])=[CH:4][C:3]=1[I:12]. The catalyst class is: 57. (4) Reactant: [C:1]([C:3]1[CH:4]=[C:5]([C:13]2[O:17][N:16]=[C:15]([C:18]3[CH:27]=[CH:26][CH:25]=[C:24]4[C:19]=3[CH2:20][CH2:21][N:22]([C:28](=[O:40])[C@H:29]([NH:32]C(=O)OC(C)(C)C)[CH2:30][OH:31])[CH2:23]4)[N:14]=2)[CH:6]=[CH:7][C:8]=1[O:9][CH:10]([CH3:12])[CH3:11])#[N:2].[ClH:41].CCOCC. Product: [ClH:41].[CH3:12][CH:10]([O:9][C:8]1[CH:7]=[CH:6][C:5]([C:13]2[O:17][N:16]=[C:15]([C:18]3[CH:27]=[CH:26][CH:25]=[C:24]4[C:19]=3[CH2:20][CH2:21][N:22]([C:28](=[O:40])[C@@H:29]([CH2:30][OH:31])[NH2:32])[CH2:23]4)[N:14]=2)=[CH:4][C:3]=1[C:1]#[N:2])[CH3:11]. The catalyst class is: 12. (5) Product: [Cl:1][C:2]1[CH:3]=[C:4]([CH:19]=[CH:20][C:21]=1[O:22][CH3:23])[CH2:5][NH:6][C:7]1[C:12]([C:13]([O:15][CH3:16])=[O:14])=[C:11]([Cl:17])[N:10]=[C:9]([S:31][CH2:30][C:27]2[CH:28]=[CH:29][CH:24]=[CH:25][CH:26]=2)[N:8]=1. Reactant: [Cl:1][C:2]1[CH:3]=[C:4]([CH:19]=[CH:20][C:21]=1[O:22][CH3:23])[CH2:5][NH:6][C:7]1[C:12]([C:13]([O:15][CH3:16])=[O:14])=[C:11]([Cl:17])[N:10]=[C:9](Cl)[N:8]=1.[CH:24]1[CH:29]=[CH:28][C:27]([CH2:30][SH:31])=[CH:26][CH:25]=1.C(N(CC)CC)C. The catalyst class is: 35.